Dataset: Full USPTO retrosynthesis dataset with 1.9M reactions from patents (1976-2016). Task: Predict the reactants needed to synthesize the given product. (1) Given the product [NH2:24][C:21]1[CH:22]=[CH:23][C:14]2[N:13]([C:4]3[CH:5]=[CH:6][C:7]([C:9]([F:12])([F:10])[F:11])=[CH:8][C:3]=3[O:2][CH3:1])[C:18](=[O:19])[CH2:17][O:16][C:15]=2[CH:20]=1, predict the reactants needed to synthesize it. The reactants are: [CH3:1][O:2][C:3]1[CH:8]=[C:7]([C:9]([F:12])([F:11])[F:10])[CH:6]=[CH:5][C:4]=1[N:13]1[C:18](=[O:19])[CH2:17][O:16][C:15]2[CH:20]=[C:21]([N+:24]([O-])=O)[CH:22]=[CH:23][C:14]1=2.C(O)(=O)C. (2) Given the product [F:7][C:8]1[CH:13]=[CH:12][C:11]([CH:14]([C:22]2[CH:23]=[CH:24][C:25]([F:28])=[CH:26][CH:27]=2)[CH:15]2[C:20](=[O:21])[CH2:19][CH2:18][N:17]([CH2:30][C:31]([C:33]3[CH:38]=[CH:37][CH:36]=[CH:35][C:34]=3[O:39][CH3:40])=[O:32])[CH2:16]2)=[CH:10][CH:9]=1, predict the reactants needed to synthesize it. The reactants are: CN(C)C=O.Cl.[F:7][C:8]1[CH:13]=[CH:12][C:11]([CH:14]([C:22]2[CH:27]=[CH:26][C:25]([F:28])=[CH:24][CH:23]=2)[CH:15]2[C:20](=[O:21])[CH2:19][CH2:18][NH:17][CH2:16]2)=[CH:10][CH:9]=1.Br[CH2:30][C:31]([C:33]1[CH:38]=[CH:37][CH:36]=[CH:35][C:34]=1[O:39][CH3:40])=[O:32].C(=O)([O-])[O-].[K+].[K+]. (3) Given the product [O:1]=[C:2]1[N:10]([CH2:11][CH2:12][CH3:13])[C:9]2[N:8]=[C:7]([C:14]34[CH2:15][CH2:16][C:17]([CH:22]=[N:29][OH:30])([CH2:18][CH2:19]3)[CH2:20][CH2:21]4)[NH:6][C:5]=2[C:4](=[O:24])[N:3]1[CH2:25][CH2:26][CH3:27], predict the reactants needed to synthesize it. The reactants are: [O:1]=[C:2]1[N:10]([CH2:11][CH2:12][CH3:13])[C:9]2[N:8]=[C:7]([C:14]34[CH2:21][CH2:20][C:17]([CH:22]=O)([CH2:18][CH2:19]3)[CH2:16][CH2:15]4)[NH:6][C:5]=2[C:4](=[O:24])[N:3]1[CH2:25][CH2:26][CH3:27].Cl.[NH2:29][OH:30].CC([O-])=O.[Na+]. (4) Given the product [C:1]([C:5]1[CH:9]=[C:8]([NH:10][C:11]([N:34]2[CH2:35][CH2:36][N:31]([C:29]3[S:28][N:27]=[C:26]([C:20]4[CH:25]=[CH:24][CH:23]=[CH:22][CH:21]=4)[N:30]=3)[CH2:32][CH2:33]2)=[O:18])[N:7]([CH3:19])[N:6]=1)([CH3:2])([CH3:3])[CH3:4], predict the reactants needed to synthesize it. The reactants are: [C:1]([C:5]1[CH:9]=[C:8]([NH:10][C:11](=[O:18])OCC(Cl)(Cl)Cl)[N:7]([CH3:19])[N:6]=1)([CH3:4])([CH3:3])[CH3:2].[C:20]1([C:26]2[N:30]=[C:29]([N:31]3[CH2:36][CH2:35][NH:34][CH2:33][CH2:32]3)[S:28][N:27]=2)[CH:25]=[CH:24][CH:23]=[CH:22][CH:21]=1.C(N(C(C)C)CC)(C)C.O. (5) Given the product [Br:21][C:22]1[CH:23]=[C:24]([NH:25][C:2]2[CH:17]=[C:16]([CH:18]([CH3:20])[CH3:19])[C:5]([C:6]([NH:8][CH2:9][CH:10]3[CH2:15][CH2:14][O:13][CH2:12][CH2:11]3)=[O:7])=[CH:4][N:3]=2)[CH:26]=[CH:27][C:28]=1[Br:29], predict the reactants needed to synthesize it. The reactants are: Cl[C:2]1[CH:17]=[C:16]([CH:18]([CH3:20])[CH3:19])[C:5]([C:6]([NH:8][CH2:9][CH:10]2[CH2:15][CH2:14][O:13][CH2:12][CH2:11]2)=[O:7])=[CH:4][N:3]=1.[Br:21][C:22]1[CH:23]=[C:24]([CH:26]=[CH:27][C:28]=1[Br:29])[NH2:25]. (6) The reactants are: [NH:1]1[C:9]2[C:4](=[CH:5][CH:6]=[CH:7][CH:8]=2)[C:3]([CH2:10][C:11]([OH:13])=O)=[CH:2]1.C1N=CN(C(N2C=NC=C2)=O)C=1.[NH2:26][C:27]1[S:28][C:29]([N+:32]([O-:34])=[O:33])=[CH:30][N:31]=1. Given the product [NH:1]1[C:9]2[C:4](=[CH:5][CH:6]=[CH:7][CH:8]=2)[C:3]([CH2:10][C:11]([NH:26][C:27]2[S:28][C:29]([N+:32]([O-:34])=[O:33])=[CH:30][N:31]=2)=[O:13])=[CH:2]1, predict the reactants needed to synthesize it.